Dataset: Catalyst prediction with 721,799 reactions and 888 catalyst types from USPTO. Task: Predict which catalyst facilitates the given reaction. (1) Reactant: CC([N:5]([C@H:9]([CH3:31])[C:10]([NH:12][C:13]1[CH:14]=[N:15][C:16]([O:19][C:20]2[C:25]3[C:26]([CH3:30])([CH3:29])[CH2:27][O:28][C:24]=3[CH:23]=[CH:22][CH:21]=2)=[CH:17][CH:18]=1)=[O:11])C(=O)[O-])(C)C.C(O)(C(F)(F)F)=O. Product: [CH3:30][C:26]1([CH3:29])[C:25]2[C:20]([O:19][C:16]3[N:15]=[CH:14][C:13]([NH:12][C:10](=[O:11])[C@@H:9]([CH3:31])[NH2:5])=[CH:18][CH:17]=3)=[CH:21][CH:22]=[CH:23][C:24]=2[O:28][CH2:27]1. The catalyst class is: 4. (2) Product: [C:1]([O:5][C:6]([N:8]1[CH2:13][CH2:12][CH:11]([C:14]([OH:16])=[O:15])[CH:10]([CH3:17])[CH2:9]1)=[O:7])([CH3:4])([CH3:2])[CH3:3]. The catalyst class is: 1. Reactant: [C:1]([O:5][C:6]([N:8]1[CH2:13][CH2:12][C@H:11]([C:14]([OH:16])=[O:15])[C@H:10]([CH3:17])[CH2:9]1)=[O:7])([CH3:4])([CH3:3])[CH3:2].[Li+].CC([N-]C(C)C)C.CO.